Dataset: Forward reaction prediction with 1.9M reactions from USPTO patents (1976-2016). Task: Predict the product of the given reaction. (1) Given the reactants [Br:1][C:2]1[CH:7]=[CH:6][C:5]([C:8]2[CH:13]=[CH:12][C:11]([OH:14])=[CH:10][CH:9]=2)=[CH:4][CH:3]=1.C[O:16][C:17](=[O:26])[C:18]1[CH:23]=[CH:22][CH:21]=[C:20]([CH2:24]Br)[CH:19]=1, predict the reaction product. The product is: [Br:1][C:2]1[CH:3]=[CH:4][C:5]([C:8]2[CH:13]=[CH:12][C:11]([O:14][CH2:24][C:20]3[CH:19]=[C:18]([CH:23]=[CH:22][CH:21]=3)[C:17]([OH:26])=[O:16])=[CH:10][CH:9]=2)=[CH:6][CH:7]=1. (2) Given the reactants [CH:1]([C:3]1[CH:4]=[CH:5][C:6]([O:13][CH3:14])=[C:7]([CH:12]=1)[C:8]([O:10][CH3:11])=[O:9])=O.Cl.[CH3:16][O:17][NH2:18], predict the reaction product. The product is: [CH3:14][O:13][C:6]1[CH:5]=[CH:4][C:3](/[CH:1]=[N:18]/[O:17][CH3:16])=[CH:12][C:7]=1[C:8]([O:10][CH3:11])=[O:9]. (3) The product is: [F:25][C:2]([F:1])([F:24])[C:3]1[CH:4]=[C:5]([NH:13][C:14](=[O:23])[C:15]2[CH:20]=[C:19]([I:21])[CH:18]=[CH:17][C:16]=2[O:22][CH2:26][O:27][CH3:28])[CH:6]=[C:7]([C:9]([F:10])([F:11])[F:12])[CH:8]=1. Given the reactants [F:1][C:2]([F:25])([F:24])[C:3]1[CH:4]=[C:5]([NH:13][C:14](=[O:23])[C:15]2[CH:20]=[C:19]([I:21])[CH:18]=[CH:17][C:16]=2[OH:22])[CH:6]=[C:7]([C:9]([F:12])([F:11])[F:10])[CH:8]=1.[CH3:26][O:27][CH2:28]Cl.C(=O)([O-])[O-].[K+].[K+].Cl, predict the reaction product. (4) Given the reactants [O:1]=[C:2]1[CH2:11][CH2:10][C:9]2[C:4](=[CH:5][C:6]([O:12][CH2:13][CH2:14][CH2:15][CH2:16][N:17]3[CH2:22][CH2:21][N:20]([C:23]4[C:31]5[CH:30]=[C:29]([C:32]([O:34]CC)=[O:33])[S:28][C:27]=5[CH:26]=[CH:25][CH:24]=4)[CH2:19][CH2:18]3)=[CH:7][CH:8]=2)[NH:3]1.O.[OH-].[Li+], predict the reaction product. The product is: [O:1]=[C:2]1[CH2:11][CH2:10][C:9]2[C:4](=[CH:5][C:6]([O:12][CH2:13][CH2:14][CH2:15][CH2:16][N:17]3[CH2:22][CH2:21][N:20]([C:23]4[C:31]5[CH:30]=[C:29]([C:32]([OH:34])=[O:33])[S:28][C:27]=5[CH:26]=[CH:25][CH:24]=4)[CH2:19][CH2:18]3)=[CH:7][CH:8]=2)[NH:3]1. (5) The product is: [NH2:2][CH2:1][C:3]1[CH:4]=[C:5]([S:19]([NH2:22])(=[O:21])=[O:20])[CH:6]=[CH:7][C:8]=1[NH:9][C:10]1[CH:15]=[CH:14][C:13]([S:16][CH3:17])=[C:12]([CH3:18])[CH:11]=1. Given the reactants [C:1]([C:3]1[CH:4]=[C:5]([S:19]([NH2:22])(=[O:21])=[O:20])[CH:6]=[CH:7][C:8]=1[NH:9][C:10]1[CH:15]=[CH:14][C:13]([S:16][CH3:17])=[C:12]([CH3:18])[CH:11]=1)#[N:2].CO, predict the reaction product.